From a dataset of Catalyst prediction with 721,799 reactions and 888 catalyst types from USPTO. Predict which catalyst facilitates the given reaction. (1) Reactant: [CH3:1][C:2]1([CH3:16])[C:7](=O)[CH2:6][CH2:5][N:4]([C:9]([O:11][C:12]([CH3:15])([CH3:14])[CH3:13])=[O:10])[CH2:3]1.[CH3:17][O:18][C:19]1[CH:26]=[CH:25][C:22]([CH2:23][NH2:24])=[CH:21][CH:20]=1.[BH-](OC(C)=O)(OC(C)=O)OC(C)=O.[Na+]. Product: [CH3:17][O:18][C:19]1[CH:26]=[CH:25][C:22]([CH2:23][NH:24][CH:7]2[CH2:6][CH2:5][N:4]([C:9]([O:11][C:12]([CH3:15])([CH3:14])[CH3:13])=[O:10])[CH2:3][C:2]2([CH3:16])[CH3:1])=[CH:21][CH:20]=1. The catalyst class is: 4. (2) Reactant: B(F)(F)[F:2].[CH2:5]([O:7][P:8]([N:13]1[CH:19]2[CH:14]1[CH2:15][CH2:16][N:17]([C:20]([O:22][CH2:23][C:24]1[CH:29]=[CH:28][CH:27]=[CH:26][CH:25]=1)=[O:21])[CH2:18]2)([O:10][CH2:11][CH3:12])=[O:9])[CH3:6]. Product: [CH2:5]([O:7][P:8]([NH:13][C@H:19]1[C@H:14]([F:2])[CH2:15][CH2:16][N:17]([C:20]([O:22][CH2:23][C:24]2[CH:29]=[CH:28][CH:27]=[CH:26][CH:25]=2)=[O:21])[CH2:18]1)([O:10][CH2:11][CH3:12])=[O:9])[CH3:6]. The catalyst class is: 2. (3) Reactant: [CH3:1][Mg+].[Br-].[OH:4][C:5]1[C:6]2[C:16]([C:17]3[CH:22]=[CH:21][C:20]([C:23]4[CH:28]=[CH:27][CH:26]=[CH:25][C:24]=4[OH:29])=[CH:19][CH:18]=3)=[CH:15][S:14][C:7]=2[NH:8][C:9](=[O:13])[C:10]=1[C:11]#[N:12]. Product: [C:11]([C:10]1[C:9](=[O:13])[NH:8][C:7]2[S:14][CH:15]=[C:16]([C:17]3[CH:18]=[CH:19][C:20]([C:23]4[CH:28]=[CH:27][CH:26]=[CH:25][C:24]=4[OH:29])=[CH:21][CH:22]=3)[C:6]=2[C:5]=1[OH:4])(=[NH:12])[CH3:1]. The catalyst class is: 1. (4) Reactant: [CH3:1][C:2]1[CH:6]=[C:5]([C:7]([O:9][CH2:10][CH3:11])=[O:8])[NH:4][N:3]=1.C1C(=O)N([I:19])C(=O)C1. Product: [I:19][C:6]1[C:5]([C:7]([O:9][CH2:10][CH3:11])=[O:8])=[N:4][NH:3][C:2]=1[CH3:1]. The catalyst class is: 3. (5) Reactant: [F:1][C:2]1[CH:7]=[CH:6][C:5]([N:8]([CH2:12][C:13]2[S:17][C:16]([C:18]3[CH:33]=[CH:32][C:21]([CH2:22][NH:23][CH:24]4[CH2:29][O:28]C(C)(C)[O:26][CH2:25]4)=[CH:20][CH:19]=3)=[CH:15][CH:14]=2)[CH:9]([CH3:11])[CH3:10])=[CH:4][CH:3]=1.CO.Cl. Product: [F:1][C:2]1[CH:3]=[CH:4][C:5]([N:8]([CH2:12][C:13]2[S:17][C:16]([C:18]3[CH:19]=[CH:20][C:21]([CH2:22][NH:23][CH:24]([CH2:25][OH:26])[CH2:29][OH:28])=[CH:32][CH:33]=3)=[CH:15][CH:14]=2)[CH:9]([CH3:10])[CH3:11])=[CH:6][CH:7]=1. The catalyst class is: 2. (6) Reactant: C(N(CC)CC)C.[CH3:8][S:9](Cl)(=[O:11])=[O:10].[Cl:13][C:14]1[CH:27]=[CH:26][C:17]([CH2:18][N:19]2[CH2:23][CH2:22][C@H:21]([OH:24])[C:20]2=[O:25])=[CH:16][CH:15]=1. Product: [CH3:8][S:9]([O:24][C@H:21]1[CH2:22][CH2:23][N:19]([CH2:18][C:17]2[CH:16]=[CH:15][C:14]([Cl:13])=[CH:27][CH:26]=2)[C:20]1=[O:25])(=[O:11])=[O:10]. The catalyst class is: 46.